From a dataset of Full USPTO retrosynthesis dataset with 1.9M reactions from patents (1976-2016). Predict the reactants needed to synthesize the given product. (1) Given the product [CH3:27][C:26]1([CH3:38])[CH:25]=[CH:24][CH:23]=[N:22][CH:21]1[CH:20]1[CH2:19][CH2:18][CH2:17][CH:16]([C:28]2[CH:33]=[CH:32][CH:31]=[CH:30][N:29]=2)[N:15]1[CH2:14][C:11]1[CH:12]=[CH:13][C:8]([C:7]([NH:2][OH:3])=[O:4])=[CH:9][C:10]=1[CH2:35][OH:36], predict the reactants needed to synthesize it. The reactants are: [Na].[NH2:2][OH:3].[OH2:4].CO[C:7](=O)[C:8]1[CH:13]=[CH:12][C:11]([CH2:14][N:15]2[CH:20]([C:21]3[C:26]([CH3:27])=[CH:25][CH:24]=[CH:23][N:22]=3)[CH2:19][CH2:18][CH2:17][CH:16]2[C:28]2[C:33](C)=[CH:32][CH:31]=[CH:30][N:29]=2)=[C:10]([CH2:35][OH:36])[CH:9]=1.[C:38]([O-])(O)=O.[Na+]. (2) Given the product [CH3:25][S:26]([C:29]1[CH:30]=[CH:31][C:32]([CH:11]2[CH2:10][NH:15][CH2:14][CH2:13][N:16]2[C:49](=[O:51])[CH2:48][N:45]2[C:46]([CH3:47])=[C:42]([Cl:41])[C:43]([C:52]([F:55])([F:54])[F:53])=[N:44]2)=[CH:33][CH:34]=1)(=[O:27])=[O:28], predict the reactants needed to synthesize it. The reactants are: CN(C(ON1N=[N:16][C:11]2C=[CH:13][CH:14]=[N:15][C:10]1=2)=[N+](C)C)C.F[P-](F)(F)(F)(F)F.[CH3:25][S:26]([C:29]1[CH:34]=[CH:33][C:32](N2CCNCC2)=[CH:31][CH:30]=1)(=[O:28])=[O:27].[Cl:41][C:42]1[C:43]([C:52]([F:55])([F:54])[F:53])=[N:44][N:45]([CH2:48][C:49]([OH:51])=O)[C:46]=1[CH3:47]. (3) Given the product [Cl:19][C:14]1[C:9]2[CH:8]=[C:7]([C:1]3[CH:6]=[CH:5][CH:4]=[CH:3][CH:2]=3)[O:16][C:10]=2[N:11]=[CH:12][N:13]=1, predict the reactants needed to synthesize it. The reactants are: [C:1]1([C:7]2[O:16][C:10]3[N:11]=[CH:12][NH:13][C:14](=O)[C:9]=3[CH:8]=2)[CH:6]=[CH:5][CH:4]=[CH:3][CH:2]=1.O=P(Cl)(Cl)[Cl:19]. (4) Given the product [Cl:15][CH2:16][C:17]1[N:1]=[C:2]2[S:3][C:4]([C:11]([F:14])([F:12])[F:13])=[C:5]([C:7](=[O:10])[CH2:8][CH3:9])[N:6]2[C:19](=[O:20])[CH:18]=1, predict the reactants needed to synthesize it. The reactants are: [NH2:1][C:2]1[S:3][C:4]([C:11]([F:14])([F:13])[F:12])=[C:5]([C:7](=[O:10])[CH2:8][CH3:9])[N:6]=1.[Cl:15][CH2:16][C:17](=O)[CH2:18][C:19](OCC)=[O:20]. (5) The reactants are: Cl[C:2]1[N:3]=[C:4]([N:13]2[CH2:18][CH2:17][N:16]([C:19](=[O:27])[CH2:20][C:21]3[CH:26]=[CH:25][CH:24]=[CH:23][CH:22]=3)[CH2:15][CH2:14]2)[C:5]2[CH:10]=[C:9]([CH2:11][CH3:12])[S:8][C:6]=2[N:7]=1.[CH2:28]([CH2:30][NH2:31])[OH:29]. Given the product [CH2:11]([C:9]1[S:8][C:6]2[N:7]=[C:2]([NH:31][CH2:30][CH2:28][OH:29])[N:3]=[C:4]([N:13]3[CH2:18][CH2:17][N:16]([C:19](=[O:27])[CH2:20][C:21]4[CH:26]=[CH:25][CH:24]=[CH:23][CH:22]=4)[CH2:15][CH2:14]3)[C:5]=2[CH:10]=1)[CH3:12], predict the reactants needed to synthesize it. (6) Given the product [Cl:46][C:10]1[C:15]([C:16]#[N:17])=[C:14]([C:18]2[CH:23]=[CH:22][C:21]([O:24][CH2:25][C@@H:26]([OH:29])[CH2:27][OH:28])=[CH:20][CH:19]=2)[C:13]([C:30]#[N:31])=[C:12]([S:32][CH2:33][C:34]2[N:35]=[C:36]([C:39]3[CH:40]=[CH:41][C:42]([Cl:45])=[CH:43][CH:44]=3)[O:37][CH:38]=2)[N:11]=1, predict the reactants needed to synthesize it. The reactants are: N(OCCC(C)C)=O.N[C:10]1[C:15]([C:16]#[N:17])=[C:14]([C:18]2[CH:23]=[CH:22][C:21]([O:24][CH2:25][C@@H:26]([OH:29])[CH2:27][OH:28])=[CH:20][CH:19]=2)[C:13]([C:30]#[N:31])=[C:12]([S:32][CH2:33][C:34]2[N:35]=[C:36]([C:39]3[CH:44]=[CH:43][C:42]([Cl:45])=[CH:41][CH:40]=3)[O:37][CH:38]=2)[N:11]=1.[ClH:46].